From a dataset of Full USPTO retrosynthesis dataset with 1.9M reactions from patents (1976-2016). Predict the reactants needed to synthesize the given product. (1) Given the product [CH3:1][C:2]1[CH:3]=[C:4]2[C:9](=[C:10]([CH3:12])[CH:11]=1)[N:8]=[C:7]([NH:35][CH3:34])[N:6]=[C:5]2[NH:21][CH2:20][C:19]1[CH:22]=[CH:23][C:16]([NH:15][C:29](=[O:30])[C:28]2[CH:32]=[CH:33][C:25]([F:24])=[CH:26][CH:27]=2)=[CH:17][CH:18]=1, predict the reactants needed to synthesize it. The reactants are: [CH3:1][C:2]1[CH:3]=[C:4]2[C:9](=[C:10]([CH3:12])[CH:11]=1)[N:8]=[C:7](Cl)[N:6]=[C:5]2Cl.[NH2:15][C:16]1[CH:23]=[CH:22][C:19]([CH2:20][NH2:21])=[CH:18][CH:17]=1.[F:24][C:25]1[CH:33]=[CH:32][C:28]([C:29](Cl)=[O:30])=[CH:27][CH:26]=1.[CH3:34][NH2:35]. (2) Given the product [F:18][C:19]1[CH:27]=[CH:26][C:22]([C:23]([NH:8][C:5]2[CH:6]=[CH:7][C:2]([CH3:1])=[CH:3][CH:4]=2)=[O:24])=[CH:21][C:20]=1[N+:28]([O-:30])=[O:29], predict the reactants needed to synthesize it. The reactants are: [CH3:1][C:2]1[CH:3]=[CH:4][C:5]([NH2:8])=[CH:6][CH:7]=1.CCN(C(C)C)C(C)C.[F:18][C:19]1[CH:27]=[CH:26][C:22]([C:23](Cl)=[O:24])=[CH:21][C:20]=1[N+:28]([O-:30])=[O:29]. (3) Given the product [Cl:24][C:16]1[CH:15]=[C:14]([C:12]2[O:11][N:10]=[C:9]([C:4]3[C:3]([O:25][CH3:26])=[C:2]([CH2:48][CH2:49][CH2:50][C:51]([O:53][CH2:54][CH3:55])=[O:52])[CH:7]=[C:6]([F:8])[CH:5]=3)[N:13]=2)[CH:19]=[N:18][C:17]=1[O:20][CH:21]([CH3:23])[CH3:22], predict the reactants needed to synthesize it. The reactants are: Br[C:2]1[C:3]([O:25][CH3:26])=[C:4]([C:9]2[N:13]=[C:12]([C:14]3[CH:15]=[C:16]([Cl:24])[C:17]([O:20][CH:21]([CH3:23])[CH3:22])=[N:18][CH:19]=3)[O:11][N:10]=2)[CH:5]=[C:6]([F:8])[CH:7]=1.C(P(C(C)(C)C)C(C)(C)C)(C)(C)C.C(=O)([O-])[O-].[Cs+].[Cs+].Br[Zn][CH2:48][CH2:49][CH2:50][C:51]([O:53][CH2:54][CH3:55])=[O:52]. (4) Given the product [F:8][C:4]1[N:3]=[C:2]([C:10]([CH3:12])([CH3:11])[C:9]#[N:13])[CH:7]=[CH:6][CH:5]=1, predict the reactants needed to synthesize it. The reactants are: F[C:2]1[CH:7]=[CH:6][CH:5]=[C:4]([F:8])[N:3]=1.[C:9](#[N:13])[CH:10]([CH3:12])[CH3:11].C[Si](C)(C)[N-][Si](C)(C)C.[Na+]. (5) Given the product [Cl:4][C:5]1[N:10]=[C:9]([S:11][CH3:14])[N:8]=[C:7]([NH:15][CH:16]([CH3:18])[CH3:17])[C:6]=1[C:19]1[C:24]([F:25])=[CH:23][C:22]([F:26])=[CH:21][C:20]=1[F:27], predict the reactants needed to synthesize it. The reactants are: C[S-].[Na+].[Cl:4][C:5]1[N:10]=[C:9]([S:11]([CH3:14])(=O)=O)[N:8]=[C:7]([NH:15][CH:16]([CH3:18])[CH3:17])[C:6]=1[C:19]1[C:24]([F:25])=[CH:23][C:22]([F:26])=[CH:21][C:20]=1[F:27].